Dataset: Catalyst prediction with 721,799 reactions and 888 catalyst types from USPTO. Task: Predict which catalyst facilitates the given reaction. (1) Reactant: Cl[C:2]1[C:3]2[C:12]([C:13]#[N:14])=[CH:11][N:10](COCC[Si](C)(C)C)[C:4]=2[N:5]=[C:6]([S:8][CH3:9])[N:7]=1.[O:23]1[C:28]2[CH:29]=[CH:30][C:31](B(O)O)=[CH:32][C:27]=2[O:26][CH2:25][CH2:24]1.CCCC[N+](CCCC)(CCCC)CCCC.[F-].C(N)CN. Product: [O:23]1[C:28]2[CH:29]=[CH:30][C:31]([C:2]3[C:3]4[C:12]([C:13]#[N:14])=[CH:11][NH:10][C:4]=4[N:5]=[C:6]([S:8][CH3:9])[N:7]=3)=[CH:32][C:27]=2[O:26][CH2:25][CH2:24]1. The catalyst class is: 1. (2) Reactant: [Cl:1][C:2]1[CH:3]=[CH:4][C:5]2[N:11]3[C:12]([C:15]([F:18])([F:17])[F:16])=[N:13][N:14]=[C:10]3[C@@H:9]([CH2:19][C:20]([O:22]C)=[O:21])[S:8][C@H:7]([C:24]3[CH:29]=[CH:28][CH:27]=[C:26]([O:30][CH3:31])[C:25]=3[O:32][CH3:33])[C:6]=2[CH:34]=1.C(=O)([O-])[O-].[K+].[K+]. Product: [Cl:1][C:2]1[CH:3]=[CH:4][C:5]2[N:11]3[C:12]([C:15]([F:18])([F:17])[F:16])=[N:13][N:14]=[C:10]3[CH:9]([CH2:19][C:20]([OH:22])=[O:21])[S:8][CH:7]([C:24]3[CH:29]=[CH:28][CH:27]=[C:26]([O:30][CH3:31])[C:25]=3[O:32][CH3:33])[C:6]=2[CH:34]=1. The catalyst class is: 24. (3) Reactant: [C:1]([NH:20][CH2:21][CH2:22][CH2:23][OH:24])([C:14]1[CH:19]=[CH:18][CH:17]=[CH:16][CH:15]=1)([C:8]1[CH:13]=[CH:12][CH:11]=[CH:10][CH:9]=1)[C:2]1[CH:7]=[CH:6][CH:5]=[CH:4][CH:3]=1.C(N(CC)CC)C.[CH3:32][S:33](Cl)(=[O:35])=[O:34].Cl. Product: [CH3:32][S:33]([O:24][CH2:23][CH2:22][CH2:21][NH:20][C:1]([C:8]1[CH:13]=[CH:12][CH:11]=[CH:10][CH:9]=1)([C:14]1[CH:15]=[CH:16][CH:17]=[CH:18][CH:19]=1)[C:2]1[CH:7]=[CH:6][CH:5]=[CH:4][CH:3]=1)(=[O:35])=[O:34]. The catalyst class is: 4. (4) Reactant: Cl[CH2:2][N:3]1[CH:7]=[CH:6][C:5]([C:8]([F:14])([F:13])[C:9]([F:12])([F:11])[F:10])=[N:4]1.[F:15][C:16]([F:25])([F:24])[CH2:17][CH2:18][CH:19]([C:22]#[N:23])[C:20]#[N:21].C(=O)([O-])[O-].[K+].[K+].O. Product: [F:13][C:8]([F:14])([C:5]1[CH:6]=[CH:7][N:3]([CH2:2][C:19]([CH2:18][CH2:17][C:16]([F:15])([F:24])[F:25])([C:20]#[N:21])[C:22]#[N:23])[N:4]=1)[C:9]([F:12])([F:11])[F:10]. The catalyst class is: 9.